This data is from Forward reaction prediction with 1.9M reactions from USPTO patents (1976-2016). The task is: Predict the product of the given reaction. (1) Given the reactants [Cl:1][C:2]1[C:3]([CH3:27])=[C:4]([CH2:8][N:9]2[C:14]3[N:15]=[C:16]([N:18]4[CH2:23][CH2:22][O:21][CH2:20][CH2:19]4)[S:17][C:13]=3[C:12](=[O:24])[N:11]=[C:10]2SC)[CH:5]=[CH:6][CH:7]=1.C1C=C(Cl)C=C(C(OO)=[O:36])C=1, predict the reaction product. The product is: [Cl:1][C:2]1[C:3]([CH3:27])=[C:4]([CH2:8][N:9]2[C:14]3[N:15]=[C:16]([N:18]4[CH2:23][CH2:22][O:21][CH2:20][CH2:19]4)[S:17][C:13]=3[C:12](=[O:24])[NH:11][C:10]2=[O:36])[CH:5]=[CH:6][CH:7]=1. (2) Given the reactants F[C:2](F)(F)[C:3]([OH:5])=O.[NH2:8][C@H:9]([C:20]([CH3:23])([CH3:22])[CH3:21])[C:10]([N:12]1[CH2:17][CH2:16][CH:15]([C:18]#[N:19])[CH2:14][CH2:13]1)=[O:11].Cl.[NH2:25][C@H:26]([C:34]([CH3:37])([CH3:36])C)[C:27]([N:29]1[CH2:33][CH2:32]CC1)=O.[CH:38]1([N:41]2C=C(B3OC(C)(C)C(C)(C)O3)C=[N:42]2)[CH2:40][CH2:39]1.[CH2:55]([N:57]1C=C(B2OC(C)(C)C(C)(C)O2)C=N1)C, predict the reaction product. The product is: [C:18]([CH:15]1[CH2:14][CH2:13][N:12]([C:10]([C@H:9]([NH:8][C:3]([C:2]2[C:32]3[C:33](=[N:29][CH:27]=[C:26]([C:34]4[CH:36]=[N:42][N:41]([CH:38]5[CH2:39][CH2:40]5)[CH:37]=4)[N:25]=3)[NH:57][CH:55]=2)=[O:5])[C:20]([CH3:23])([CH3:22])[CH3:21])=[O:11])[CH2:17][CH2:16]1)#[N:19]. (3) Given the reactants [CH:1]1([C:4]2[C:13]3[C:8](=[CH:9][CH:10]=[CH:11][CH:12]=3)[N:7]([CH2:14][C:15]([NH2:17])=[O:16])[CH2:6][CH:5]=2)[CH2:3][CH2:2]1, predict the reaction product. The product is: [CH:1]1([CH:4]2[C:13]3[C:8](=[CH:9][CH:10]=[CH:11][CH:12]=3)[N:7]([CH2:14][C:15]([NH2:17])=[O:16])[CH2:6][CH2:5]2)[CH2:2][CH2:3]1. (4) Given the reactants [CH3:1][C:2]1([CH3:19])[C:10]2[C:5](=[CH:6][C:7]([N+:15]([O-:17])=[O:16])=[C:8]([NH:11]C(=O)C)[CH:9]=2)[NH:4][C:3]1=[O:18].Cl[CH2:21][CH2:22][S:23][CH2:24][CH3:25].C([O-])([O-])=O.[K+].[K+], predict the reaction product. The product is: [NH2:11][C:8]1[CH:9]=[C:10]2[C:5](=[CH:6][C:7]=1[N+:15]([O-:17])=[O:16])[N:4]([CH2:21][CH2:22][S:23][CH2:24][CH3:25])[C:3](=[O:18])[C:2]2([CH3:1])[CH3:19]. (5) Given the reactants [CH2:1]([N:3]1[C:12]2[C:7](=[CH:8][C:9]([CH3:22])=[C:10]([C:13]3[CH:14]=[C:15]([CH:18]=[CH:19][C:20]=3[OH:21])[CH:16]=[O:17])[CH:11]=2)[C:6]([CH3:24])([CH3:23])[CH2:5][C:4]1=[O:25])[CH3:2].C(=O)([O-])[O-].[K+].[K+].[F:32][C:33]([F:53])([F:52])[C:34](F)(F)C(F)(F)C(F)(F)S(O[CH2:34][C:33]([F:53])([F:52])[F:32])(=O)=O, predict the reaction product. The product is: [CH2:1]([N:3]1[C:12]2[C:7](=[CH:8][C:9]([CH3:22])=[C:10]([C:13]3[CH:14]=[C:15]([CH:18]=[CH:19][C:20]=3[O:21][CH2:34][C:33]([F:53])([F:52])[F:32])[CH:16]=[O:17])[CH:11]=2)[C:6]([CH3:24])([CH3:23])[CH2:5][C:4]1=[O:25])[CH3:2].